This data is from Full USPTO retrosynthesis dataset with 1.9M reactions from patents (1976-2016). The task is: Predict the reactants needed to synthesize the given product. (1) The reactants are: [CH3:1][C@@H:2]([NH:11][C@H:12]1[CH2:17][CH2:16][C@H:15]([C:18]2[CH:27]=[CH:26][C:21]3[NH:22][C:23](=[O:25])[O:24][C:20]=3[CH:19]=2)[CH2:14][CH2:13]1)[CH2:3][CH2:4][C:5]1[CH:10]=[CH:9][CH:8]=[CH:7][CH:6]=1.[CH:28](=O)[CH3:29].Cl. Given the product [CH2:28]([N:11]([C@H:2]([CH3:1])[CH2:3][CH2:4][C:5]1[CH:6]=[CH:7][CH:8]=[CH:9][CH:10]=1)[C@H:12]1[CH2:13][CH2:14][C@H:15]([C:18]2[CH:27]=[CH:26][C:21]3[NH:22][C:23](=[O:25])[O:24][C:20]=3[CH:19]=2)[CH2:16][CH2:17]1)[CH3:29], predict the reactants needed to synthesize it. (2) Given the product [CH2:14]([N:12]1[CH:13]=[C:9]([NH:8][C:6]2[N:5]=[C:4]([NH:16][C@H:17]([C:19]3[N:24]=[CH:23][C:22]([F:25])=[CH:21][N:20]=3)[CH3:18])[N:3]=[C:2]([N:26]3[CH2:31][CH2:30][O:29][CH2:28][CH2:27]3)[N:7]=2)[N:10]=[CH:11]1)[CH3:15], predict the reactants needed to synthesize it. The reactants are: Cl[C:2]1[N:7]=[C:6]([NH:8][C:9]2[N:10]=[CH:11][N:12]([CH2:14][CH3:15])[CH:13]=2)[N:5]=[C:4]([NH:16][C@H:17]([C:19]2[N:24]=[CH:23][C:22]([F:25])=[CH:21][N:20]=2)[CH3:18])[N:3]=1.[NH:26]1[CH2:31][CH2:30][O:29][CH2:28][CH2:27]1.